This data is from Reaction yield outcomes from USPTO patents with 853,638 reactions. The task is: Predict the reaction yield, written as a fraction of the theoretical maximum amount of product (1.0 means a 100% yield; for example, 0.34 means a 34% yield). (1) The reactants are Br[C:2]1[CH:3]=[CH:4][C:5]2[O:11][CH2:10][CH2:9][N:8]3[CH:12]=[C:13]([C:15]4[N:19]([CH:20]([CH3:22])[CH3:21])[N:18]=[C:17]([NH2:23])[N:16]=4)[N:14]=[C:7]3[C:6]=2[CH:24]=1.[C:25]1(B(O)O)[CH:30]=[CH:29][CH:28]=[CH:27][CH:26]=1.C([O-])([O-])=O.[Cs+].[Cs+].O. The catalyst is O1CCOCC1.C1C=CC(P(C2C=CC=CC=2)[C-]2C=CC=C2)=CC=1.C1C=CC(P(C2C=CC=CC=2)[C-]2C=CC=C2)=CC=1.Cl[Pd]Cl.[Fe+2]. The product is [CH:20]([N:19]1[C:15]([C:13]2[N:14]=[C:7]3[C:6]4[CH:24]=[C:2]([C:25]5[CH:30]=[CH:29][CH:28]=[CH:27][CH:26]=5)[CH:3]=[CH:4][C:5]=4[O:11][CH2:10][CH2:9][N:8]3[CH:12]=2)=[N:16][C:17]([NH2:23])=[N:18]1)([CH3:22])[CH3:21]. The yield is 0.180. (2) The reactants are [C:1]([O:5][C:6]([N:8]1[CH2:13][CH2:12][CH:11]([S:14]([C:17]2[CH:22]=[CH:21][C:20](Br)=[CH:19][CH:18]=2)(=[O:16])=[O:15])[CH2:10][CH2:9]1)=[O:7])([CH3:4])([CH3:3])[CH3:2].[C:24]([NH2:27])(=[O:26])[CH3:25].CC1(C)C2C(=C(P(C3C=CC=CC=3)C3C=CC=CC=3)C=CC=2)OC2C(P(C3C=CC=CC=3)C3C=CC=CC=3)=CC=CC1=2.C(=O)([O-])[O-].[Cs+].[Cs+]. The catalyst is O1CCOCC1.C1C=CC(/C=C/C(/C=C/C2C=CC=CC=2)=O)=CC=1.C1C=CC(/C=C/C(/C=C/C2C=CC=CC=2)=O)=CC=1.C1C=CC(/C=C/C(/C=C/C2C=CC=CC=2)=O)=CC=1.[Pd].[Pd]. The product is [C:1]([O:5][C:6]([N:8]1[CH2:13][CH2:12][CH:11]([S:14]([C:17]2[CH:22]=[CH:21][C:20]([NH:27][C:24](=[O:26])[CH3:25])=[CH:19][CH:18]=2)(=[O:16])=[O:15])[CH2:10][CH2:9]1)=[O:7])([CH3:4])([CH3:3])[CH3:2]. The yield is 0.820. (3) The reactants are Cl[C:2]1[CH:7]=[C:6]([O:8][CH3:9])[N:5]=[CH:4][N:3]=1.[Cl:10][C:11]1[CH:17]=[CH:16][C:14]([NH2:15])=[C:13](B2OC(C)(C)C(C)(C)O2)[CH:12]=1.C([O-])([O-])=O.[Na+].[Na+].COCCOC. The catalyst is O.CCO. The product is [Cl:10][C:11]1[CH:17]=[CH:16][C:14]([NH2:15])=[C:13]([C:2]2[CH:7]=[C:6]([O:8][CH3:9])[N:5]=[CH:4][N:3]=2)[CH:12]=1. The yield is 0.561. (4) The reactants are [C:1]([O:13]CC)(=[O:12])[CH2:2][CH2:3][CH2:4][CH2:5][CH2:6][C:7]([O:9][CH2:10][CH3:11])=[O:8].[OH-].[K+]. The catalyst is C(O)C. The product is [CH2:10]([O:9][C:7](=[O:8])[CH2:6][CH2:5][CH2:4][CH2:3][CH2:2][C:1]([OH:13])=[O:12])[CH3:11]. The yield is 0.670. (5) The reactants are [N+:1]([C:4]1[C:17]2[O:16][C:15]3[C:10](=[CH:11][CH:12]=[CH:13][CH:14]=3)[C:9](=[O:18])[C:8]=2[CH:7]=[CH:6][CH:5]=1)([O-])=O.[H][H]. The catalyst is [Pd].C(O)C. The product is [NH2:1][C:4]1[C:17]2[O:16][C:15]3[C:10](=[CH:11][CH:12]=[CH:13][CH:14]=3)[C:9](=[O:18])[C:8]=2[CH:7]=[CH:6][CH:5]=1. The yield is 0.890. (6) The reactants are [C:1]1([C:7]2[C:15]3[C:10](=[CH:11][CH:12]=[CH:13][CH:14]=3)[N:9]([S:16]([C:19]3[CH:24]=[CH:23][C:22]([CH3:25])=[CH:21][CH:20]=3)(=[O:18])=[O:17])[C:8]=2[CH:26]([NH2:28])[CH3:27])[CH:6]=[CH:5][CH:4]=[CH:3][CH:2]=1.Cl[C:30]1[N:38]=[CH:37][N:36]=[C:35]2[C:31]=1[N:32]=[CH:33][NH:34]2.CCN(C(C)C)C(C)C. The catalyst is C(O)CCC. The product is [C:1]1([C:7]2[C:15]3[C:10](=[CH:11][CH:12]=[CH:13][CH:14]=3)[N:9]([S:16]([C:19]3[CH:20]=[CH:21][C:22]([CH3:25])=[CH:23][CH:24]=3)(=[O:17])=[O:18])[C:8]=2[CH:26]([NH:28][C:30]2[N:38]=[CH:37][N:36]=[C:35]3[C:31]=2[N:32]=[CH:33][NH:34]3)[CH3:27])[CH:2]=[CH:3][CH:4]=[CH:5][CH:6]=1. The yield is 0.910.